This data is from Full USPTO retrosynthesis dataset with 1.9M reactions from patents (1976-2016). The task is: Predict the reactants needed to synthesize the given product. (1) Given the product [C:1]([O:5][C:6]([N:8]1[CH2:9][CH2:10][CH:11]([C:14]2[N:19]=[C:18]([C:20]3[CH:21]=[C:22]([C:30]([F:31])([F:33])[F:32])[CH:23]=[C:24]([C:26]([F:27])([F:29])[F:28])[CH:25]=3)[CH:17]=[CH:16][N:15]=2)[CH2:12][CH2:13]1)=[O:7])([CH3:4])([CH3:2])[CH3:3], predict the reactants needed to synthesize it. The reactants are: [C:1]([O:5][C:6]([N:8]1[CH2:13][CH:12]=[C:11]([C:14]2[N:19]=[C:18]([C:20]3[CH:25]=[C:24]([C:26]([F:29])([F:28])[F:27])[CH:23]=[C:22]([C:30]([F:33])([F:32])[F:31])[CH:21]=3)[CH:17]=[CH:16][N:15]=2)[CH2:10][CH2:9]1)=[O:7])([CH3:4])([CH3:3])[CH3:2]. (2) Given the product [F:1][C:2]1[CH:3]=[CH:4][C:5]2[CH2:11][S:10](=[O:12])(=[O:13])[N:9]([CH3:22])[N:8]=[C:7]([C:14]3[CH:19]=[CH:18][C:17]([F:20])=[CH:16][CH:15]=3)[C:6]=2[CH:21]=1, predict the reactants needed to synthesize it. The reactants are: [F:1][C:2]1[CH:3]=[CH:4][C:5]2[CH2:11][S:10](=[O:13])(=[O:12])[NH:9][N:8]=[C:7]([C:14]3[CH:19]=[CH:18][C:17]([F:20])=[CH:16][CH:15]=3)[C:6]=2[CH:21]=1.[CH3:22]I. (3) Given the product [CH2:1]([O:3][C:4]([CH:6]1[CH2:10][CH2:9][CH2:8][CH:7]1[NH:12][C:13]1[CH:18]=[CH:17][CH:16]=[CH:15][CH:14]=1)=[O:5])[CH3:2].[CH2:1]([O:3][C:4]([CH:6]1[CH2:10][CH2:9][CH2:8][CH:7]1[NH:12][CH:13]1[CH2:18][CH2:17][CH2:16][CH2:15]1)=[O:5])[CH3:2], predict the reactants needed to synthesize it. The reactants are: [CH2:1]([O:3][C:4]([CH:6]1[CH2:10][CH2:9][CH2:8][C:7]1=O)=[O:5])[CH3:2].[NH2:12][C:13]1[CH:18]=[CH:17][CH:16]=[CH:15][CH:14]=1.C([BH3-])#N.[Na+]. (4) The reactants are: [F:1][C:2](F)=[C:3]([CH2:18][CH3:19])[C:4]([C:6]1[C:7]([CH3:17])=[CH:8][C:9]([CH3:16])=[C:10]([CH:15]=1)[C:11]([O:13][CH3:14])=[O:12])=O.O.[NH2:22][NH2:23].FC(F)(F)C(O)=O. Given the product [CH2:18]([C:3]1[C:2]([F:1])=[N:22][NH:23][C:4]=1[C:6]1[C:7]([CH3:17])=[CH:8][C:9]([CH3:16])=[C:10]([CH:15]=1)[C:11]([O:13][CH3:14])=[O:12])[CH3:19], predict the reactants needed to synthesize it.